Dataset: Reaction yield outcomes from USPTO patents with 853,638 reactions. Task: Predict the reaction yield, written as a fraction of the theoretical maximum amount of product (1.0 means a 100% yield; for example, 0.34 means a 34% yield). The reactants are C1(C)C=CC=CC=1.C1COCC1.Cl.[OH:14][C@@:15]([C:43]1[CH:44]=[C:45]2[C:50](=[CH:51][CH:52]=1)[CH:49]=[C:48]([C:53]([NH:55][CH3:56])=[O:54])[CH:47]=[CH:46]2)([C:19]1[N:20]=[CH:21][N:22](C(C2C=CC=CC=2)(C2C=CC=CC=2)C2C=CC=CC=2)[CH:23]=1)[CH2:16][CH2:17][OH:18]. The catalyst is O.CO. The product is [OH:14][C@@:15]([C:43]1[CH:44]=[C:45]2[C:50](=[CH:51][CH:52]=1)[CH:49]=[C:48]([C:53]([NH:55][CH3:56])=[O:54])[CH:47]=[CH:46]2)([C:19]1[N:20]=[CH:21][NH:22][CH:23]=1)[CH2:16][CH2:17][OH:18]. The yield is 0.890.